This data is from Forward reaction prediction with 1.9M reactions from USPTO patents (1976-2016). The task is: Predict the product of the given reaction. (1) Given the reactants C[O:2][C:3]1[C:8]2[O:9][C:10]3[C:15]([C:7]=2[CH:6]=[CH:5][CH:4]=1)=[CH:14][CH:13]=[C:12]([CH3:16])[N:11]=3.Cl.N1C=CC=CC=1.C(=O)(O)[O-].[Na+], predict the reaction product. The product is: [CH3:16][C:12]1[N:11]=[C:10]2[O:9][C:8]3[C:3]([OH:2])=[CH:4][CH:5]=[CH:6][C:7]=3[C:15]2=[CH:14][CH:13]=1. (2) Given the reactants [C:1]([NH:4][C:5]1[C:6]([NH:13][C:14]2[CH:19]=[CH:18][C:17]([N:20]3[CH2:25][CH2:24][N:23]([CH2:26][C:27]([CH3:33])([CH3:32])[C:28]([O:30]C)=[O:29])[CH2:22][CH2:21]3)=[CH:16][CH:15]=2)=[CH:7][C:8]([O:11][CH3:12])=[N:9][CH:10]=1)(=[O:3])[CH3:2].[OH-].[Na+].Cl, predict the reaction product. The product is: [C:1]([NH:4][C:5]1[C:6]([NH:13][C:14]2[CH:15]=[CH:16][C:17]([N:20]3[CH2:21][CH2:22][N:23]([CH2:26][C:27]([CH3:33])([CH3:32])[C:28]([OH:30])=[O:29])[CH2:24][CH2:25]3)=[CH:18][CH:19]=2)=[CH:7][C:8]([O:11][CH3:12])=[N:9][CH:10]=1)(=[O:3])[CH3:2]. (3) Given the reactants [CH3:1][S:2]([C:5]1[CH:10]=[CH:9][C:8](B(O)O)=[CH:7][CH:6]=1)(=[O:4])=[O:3].Br[C:15]1[CH:20]=[CH:19][C:18]([OH:21])=[C:17]([F:22])[CH:16]=1.C([O-])([O-])=O.[Na+].[Na+], predict the reaction product. The product is: [F:22][C:17]1[CH:16]=[C:15]([C:8]2[CH:9]=[CH:10][C:5]([S:2]([CH3:1])(=[O:4])=[O:3])=[CH:6][CH:7]=2)[CH:20]=[CH:19][C:18]=1[OH:21]. (4) Given the reactants [NH2:1][C:2]1[N:6]([CH3:7])[N:5]=[C:4]([OH:8])[C:3]=1[C:9]1[CH:17]=[CH:16][C:12]2[O:13][CH2:14][O:15][C:11]=2[CH:10]=1.C(=O)([O-])[O-].[K+].[K+].Br[CH2:25][CH:26]1[CH2:28][CH2:27]1, predict the reaction product. The product is: [O:13]1[C:12]2[CH:16]=[CH:17][C:9]([C:3]3[C:4]([O:8][CH2:25][CH:26]4[CH2:28][CH2:27]4)=[N:5][N:6]([CH3:7])[C:2]=3[NH2:1])=[CH:10][C:11]=2[O:15][CH2:14]1. (5) Given the reactants Br[C:2]1[C:10]2[C:5](=[CH:6][N:7]=[CH:8][CH:9]=2)[N:4]([CH3:11])[CH:3]=1.[Li]CCCC.[CH3:17][C:18]1([CH3:29])[C:22]([CH3:24])([CH3:23])[O:21][B:20](OC(C)C)[O:19]1, predict the reaction product. The product is: [CH3:11][N:4]1[C:5]2=[CH:6][N:7]=[CH:8][CH:9]=[C:10]2[C:2]([B:20]2[O:21][C:22]([CH3:24])([CH3:23])[C:18]([CH3:29])([CH3:17])[O:19]2)=[CH:3]1.